Predict the product of the given reaction. From a dataset of Forward reaction prediction with 1.9M reactions from USPTO patents (1976-2016). Given the reactants [CH:1]1([CH2:4][CH2:5][OH:6])[CH2:3][CH2:2]1.CC(C)([O-])C.[Na+].Cl[C:14]1[N:22]=[C:21]2[C:17]([N:18]=[CH:19][N:20]2[CH:23]2[CH2:28][CH2:27][CH2:26][CH2:25][O:24]2)=[C:16]([NH2:29])[N:15]=1, predict the reaction product. The product is: [CH:1]1([CH2:4][CH2:5][O:6][C:14]2[N:22]=[C:21]3[C:17]([N:18]=[CH:19][N:20]3[CH:23]3[CH2:28][CH2:27][CH2:26][CH2:25][O:24]3)=[C:16]([NH2:29])[N:15]=2)[CH2:3][CH2:2]1.